Task: Predict the reaction yield, written as a fraction of the theoretical maximum amount of product (1.0 means a 100% yield; for example, 0.34 means a 34% yield).. Dataset: Reaction yield outcomes from USPTO patents with 853,638 reactions (1) The reactants are [Br:1][CH:2]([C:6]1[CH:11]=[CH:10][CH:9]=[CH:8][CH:7]=1)[C:3]([OH:5])=[O:4].[C:12]1([C@@H:18](O)[CH3:19])[CH:17]=[CH:16][CH:15]=[CH:14][CH:13]=1.CCN=C=NCCCN(C)C. The catalyst is CN(C1C=CN=CC=1)C.ClCCl.C(OCC)(=O)C. The product is [Br:1][CH:2]([C:6]1[CH:11]=[CH:10][CH:9]=[CH:8][CH:7]=1)[C:3]([O:5][C@H:18]([C:12]1[CH:17]=[CH:16][CH:15]=[CH:14][CH:13]=1)[CH3:19])=[O:4]. The yield is 0.730. (2) The reactants are Br[C:2]1[CH:7]=[CH:6][C:5]([N:8]2[C:12]([CH2:13][C@@H:14]3[CH2:18][CH2:17][N:16]([C:19]([CH:21]4[CH2:23][CH2:22]4)=[O:20])[CH2:15]3)=[N:11][NH:10][C:9]2=[O:24])=[C:4]([OH:25])[CH:3]=1.CC1(C)C(C)(C)OB([C:34]2[CH:35]=[CH:36][C:37]3[O:41][CH:40]=[CH:39][C:38]=3[CH:42]=2)O1.C(=O)([O-])[O-].[Cs+].[Cs+]. The catalyst is C1C=CC(P(C2C=CC=CC=2)[C-]2C=CC=C2)=CC=1.C1C=CC(P(C2C=CC=CC=2)[C-]2C=CC=C2)=CC=1.Cl[Pd]Cl.[Fe+2].ClCCl. The product is [O:41]1[C:37]2[CH:36]=[CH:35][C:34]([C:2]3[CH:7]=[CH:6][C:5]([N:8]4[C:12]([CH2:13][C@@H:14]5[CH2:18][CH2:17][N:16]([C:19]([CH:21]6[CH2:23][CH2:22]6)=[O:20])[CH2:15]5)=[N:11][NH:10][C:9]4=[O:24])=[C:4]([OH:25])[CH:3]=3)=[CH:42][C:38]=2[CH:39]=[CH:40]1. The yield is 0.370. (3) The reactants are Br[C:2]1[CH:14]=[CH:13][C:12]2[C:11]3[C:6](=[CH:7][C:8](Br)=[CH:9][CH:10]=3)[C:5](=[O:16])[C:4]=2[CH:3]=1.[CH2:17]([N:19]([CH2:23][CH3:24])[CH2:20][C:21]#[CH:22])[CH3:18].[CH2:25]([N:27]([CH2:30][CH3:31])[CH2:28][CH3:29])[CH3:26].[CH3:32]N(C=O)C. The catalyst is CCOC(C)=O.Cl[Pd-2](Cl)(P(C1C=CC=CC=1)(C1C=CC=CC=1)C1C=CC=CC=1)P(C1C=CC=CC=1)(C1C=CC=CC=1)C1C=CC=CC=1.[Cu]I. The product is [CH2:17]([N:19]([CH2:23][CH3:24])[CH2:20][C:21]#[C:22][C:2]1[CH:14]=[CH:13][C:12]2[C:11]3[C:6](=[CH:7][C:8]([C:32]#[C:26][CH2:25][N:27]([CH2:30][CH3:31])[CH2:28][CH3:29])=[CH:9][CH:10]=3)[C:5](=[O:16])[C:4]=2[CH:3]=1)[CH3:18]. The yield is 0.950. (4) The reactants are Cl[C:2]1[CH:7]=[CH:6][N:5]=[C:4]([S:8][CH3:9])[N:3]=1.C[Si]([C:14]#[CH:15])(C)C. The catalyst is C1COCC1.[Cu]I.C(Cl)Cl.C1C=CC(P(C2C=CC=CC=2)C2C=CC=CC=2)=CC=1. The product is [C:14]([C:2]1[CH:7]=[CH:6][N:5]=[C:4]([S:8][CH3:9])[N:3]=1)#[CH:15]. The yield is 0.530. (5) The product is [CH2:16]([O:15][C:14]1[C:10]([OH:9])=[C:11]([C:36]([O:38][CH2:39][CH3:40])=[O:37])[N:12]([C:28]2[CH:29]=[CH:30][C:31]([O:34][CH3:35])=[CH:32][CH:33]=2)[C:13]=1[C:23](=[O:27])[N:24]([CH3:26])[CH3:25])[C:17]1[CH:22]=[CH:21][CH:20]=[CH:19][CH:18]=1. The catalyst is CC(O)=O.C(Cl)Cl. The yield is 0.570. The reactants are Br.C([O:9][C:10]1[C:14]([O:15][CH2:16][C:17]2[CH:22]=[CH:21][CH:20]=[CH:19][CH:18]=2)=[C:13]([C:23](=[O:27])[N:24]([CH3:26])[CH3:25])[N:12]([C:28]2[CH:33]=[CH:32][C:31]([O:34][CH3:35])=[CH:30][CH:29]=2)[C:11]=1[C:36]([O:38][CH2:39][CH3:40])=[O:37])C1C=CC=CC=1.